The task is: Predict the product of the given reaction.. This data is from Forward reaction prediction with 1.9M reactions from USPTO patents (1976-2016). (1) Given the reactants C[Si](C)(C)[C:3]1[C:8]([CH2:9][CH2:10][CH:11]=[O:12])=[CH:7][N:6]=[C:5]2[O:13][CH2:14][CH2:15][C:4]=12, predict the reaction product. The product is: [CH2:15]1[C:4]2[C:5](=[N:6][CH:7]=[C:8]3[CH2:9][CH2:10][CH:11]([OH:12])[C:3]3=2)[O:13][CH2:14]1. (2) Given the reactants [C:1]1([S:7](Cl)(=[O:9])=[O:8])[CH:6]=[CH:5][CH:4]=[CH:3][CH:2]=1.[CH2:11]([NH2:14])[C:12]#[CH:13].CN(C1C=CC=CN=1)C, predict the reaction product. The product is: [CH2:11]([NH:14][S:7]([C:1]1[CH:6]=[CH:5][CH:4]=[CH:3][CH:2]=1)(=[O:9])=[O:8])[C:12]#[CH:13]. (3) The product is: [NH:24]1[C:32]2[C:27](=[CH:28][CH:29]=[C:30]([NH:33][C:2]3[C:11]4=[N:12][NH:13][CH:14]=[C:10]4[C:9]4[CH:8]=[CH:7][CH:6]=[CH:5][C:4]=4[N:3]=3)[CH:31]=2)[CH:26]=[N:25]1. Given the reactants Cl[C:2]1[C:11]2=[N:12][N:13](CC3C=CC(OC)=CC=3)[CH:14]=[C:10]2[C:9]2[CH:8]=[CH:7][CH:6]=[CH:5][C:4]=2[N:3]=1.[NH:24]1[C:32]2[C:27](=[CH:28][CH:29]=[C:30]([NH2:33])[CH:31]=2)[CH:26]=[N:25]1.Cl, predict the reaction product. (4) The product is: [C:1]([O:5][C:6](=[O:27])[CH2:7][CH2:8][C:9]1[CH:14]=[CH:13][C:12]([O:15][CH2:29][CH2:30][CH2:31][O:32][C:33]2[CH:38]=[CH:37][C:36]([C:39](=[O:40])[C:41]3[CH:46]=[CH:45][CH:44]=[CH:43][CH:42]=3)=[CH:35][CH:34]=2)=[CH:11][C:10]=1[CH2:16][O:17][C:18](=[O:26])[NH:19][CH:20]1[CH2:25][CH2:24][CH2:23][CH2:22][CH2:21]1)([CH3:4])([CH3:2])[CH3:3]. Given the reactants [C:1]([O:5][C:6](=[O:27])[CH2:7][CH2:8][C:9]1[CH:14]=[CH:13][C:12]([OH:15])=[CH:11][C:10]=1[CH2:16][O:17][C:18](=[O:26])[NH:19][CH:20]1[CH2:25][CH2:24][CH2:23][CH2:22][CH2:21]1)([CH3:4])([CH3:3])[CH3:2].Br[CH2:29][CH2:30][CH2:31][O:32][C:33]1[CH:38]=[CH:37][C:36]([C:39]([C:41]2[CH:46]=[CH:45][CH:44]=[CH:43][CH:42]=2)=[O:40])=[CH:35][CH:34]=1.C(=O)([O-])[O-].[K+].[K+].C(OCC)(=O)C, predict the reaction product. (5) Given the reactants [Br:1][C:2]1[CH:3]=[C:4]([CH2:9][NH:10][C:11](=[O:18])[CH2:12][CH2:13][CH2:14][C:15]([OH:17])=O)[CH:5]=[CH:6][C:7]=1[F:8].CN(C(ON1N=NC2C=CC=CC1=2)=[N+](C)C)C.F[P-](F)(F)(F)(F)F.[NH2:43][CH2:44][C:45]1[C:50]([CH2:51][CH3:52])=[N:49][C:48]2[N:53]([CH2:56][CH3:57])[N:54]=[CH:55][C:47]=2[C:46]=1[NH:58][CH:59]1[CH2:64][CH2:63][O:62][CH2:61][CH2:60]1.C(N(C(C)C)CC)(C)C, predict the reaction product. The product is: [Br:1][C:2]1[CH:3]=[C:4]([CH2:9][NH:10][C:11](=[O:18])[CH2:12][CH2:13][CH2:14][C:15]([NH:43][CH2:44][C:45]2[C:46]([NH:58][CH:59]3[CH2:60][CH2:61][O:62][CH2:63][CH2:64]3)=[C:47]3[CH:55]=[N:54][N:53]([CH2:56][CH3:57])[C:48]3=[N:49][C:50]=2[CH2:51][CH3:52])=[O:17])[CH:5]=[CH:6][C:7]=1[F:8]. (6) Given the reactants [CH:1]1[C:10]2[C:5](=[CH:6][CH:7]=[CH:8][CH:9]=2)[CH:4]=[CH:3][C:2]=1[C:11]1[C:19]2[C:14](=[N:15][CH:16]=[N:17][C:18]=2[NH2:20])[NH:13][N:12]=1.[C:21]([O-])([O-])=O.[K+].[K+].[CH2:27](Br)[CH:28]([CH3:30])[CH3:29].O, predict the reaction product. The product is: [CH2:21]([N:13]1[C:14]2=[N:15][CH:16]=[N:17][C:18]([NH2:20])=[C:19]2[C:11]([C:2]2[CH:3]=[CH:4][C:5]3[C:10](=[CH:9][CH:8]=[CH:7][CH:6]=3)[CH:1]=2)=[N:12]1)[CH2:27][CH:28]([CH3:30])[CH3:29]. (7) The product is: [ClH:32].[O:27]1[C:26]2[CH:25]=[CH:24][CH:23]=[C:22]([CH:19]3[CH2:20][CH2:21][N:16]([CH2:15][CH2:14][C@H:11]4[CH2:10][CH2:9][C@H:8]([NH2:7])[CH2:13][CH2:12]4)[CH2:17][CH2:18]3)[C:30]=2[O:29][CH2:28]1. Given the reactants C(OC(=O)[NH:7][C@H:8]1[CH2:13][CH2:12][C@H:11]([CH2:14][CH2:15][N:16]2[CH2:21][CH2:20][CH:19]([C:22]3[C:30]4[O:29][CH2:28][O:27][C:26]=4[CH:25]=[CH:24][CH:23]=3)[CH2:18][CH2:17]2)[CH2:10][CH2:9]1)(C)(C)C.[ClH:32], predict the reaction product. (8) Given the reactants Cl[C:2]1[C:11]([CH:12]2[O:16][CH2:15][CH2:14][O:13]2)=[CH:10][C:9]2[C:4](=[CH:5][CH:6]=[C:7]([O:17][CH3:18])[CH:8]=2)[N:3]=1.[CH2:19]([Mg]Cl)[CH2:20][CH2:21][CH3:22], predict the reaction product. The product is: [CH2:19]([C:2]1[C:11]([CH:12]2[O:16][CH2:15][CH2:14][O:13]2)=[CH:10][C:9]2[C:4](=[CH:5][CH:6]=[C:7]([O:17][CH3:18])[CH:8]=2)[N:3]=1)[CH2:20][CH2:21][CH3:22]. (9) Given the reactants Cl.[CH3:2][C:3]1[CH:8]=[C:7]([C:9]2[S:13][C:12]([N:14]3[CH2:19][CH2:18][NH:17][CH2:16][CH2:15]3)=[N:11][CH:10]=2)[CH:6]=[CH:5][N:4]=1.[Cl:20][C:21]1[CH:22]=[C:23]2[C:27](=[CH:28][CH:29]=1)[N:26]([S:30]([C:33]1[CH:38]=[CH:37][CH:36]=[CH:35][CH:34]=1)(=[O:32])=[O:31])[C:25]([S:39](Cl)(=[O:41])=[O:40])=[CH:24]2.C(N(C(C)C)CC)(C)C.C(=O)(O)[O-].[Na+], predict the reaction product. The product is: [Cl:20][C:21]1[CH:22]=[C:23]2[C:27](=[CH:28][CH:29]=1)[N:26]([S:30]([C:33]1[CH:38]=[CH:37][CH:36]=[CH:35][CH:34]=1)(=[O:31])=[O:32])[C:25]([S:39]([N:17]1[CH2:18][CH2:19][N:14]([C:12]3[S:13][C:9]([C:7]4[CH:6]=[CH:5][N:4]=[C:3]([CH3:2])[CH:8]=4)=[CH:10][N:11]=3)[CH2:15][CH2:16]1)(=[O:41])=[O:40])=[CH:24]2.